Dataset: NCI-60 drug combinations with 297,098 pairs across 59 cell lines. Task: Regression. Given two drug SMILES strings and cell line genomic features, predict the synergy score measuring deviation from expected non-interaction effect. Drug 1: C1CCN(CC1)CCOC2=CC=C(C=C2)C(=O)C3=C(SC4=C3C=CC(=C4)O)C5=CC=C(C=C5)O. Drug 2: C(CCl)NC(=O)N(CCCl)N=O. Cell line: M14. Synergy scores: CSS=-3.91, Synergy_ZIP=1.40, Synergy_Bliss=-0.211, Synergy_Loewe=-3.00, Synergy_HSA=-2.44.